Dataset: Catalyst prediction with 721,799 reactions and 888 catalyst types from USPTO. Task: Predict which catalyst facilitates the given reaction. (1) Reactant: [S:1]1[CH:5]=[CH:4][CH:3]=[C:2]1[CH2:6][CH2:7][OH:8].[Si:9](Cl)([C:12]([CH3:15])([CH3:14])[CH3:13])([CH3:11])[CH3:10].N1C=CN=C1. Product: [Si:9]([O:8][CH2:7][CH2:6][C:2]1[S:1][CH:5]=[CH:4][CH:3]=1)([C:12]([CH3:15])([CH3:14])[CH3:13])([CH3:11])[CH3:10]. The catalyst class is: 9. (2) Reactant: [CH:1]([Mg]Br)([CH3:3])[CH3:2].C[N:7]1[C:15](=[O:16])[C:14]2[C:9](=[CH:10][CH:11]=[CH:12][CH:13]=2)[C:8]1=O.O.[NH2:19]N. Product: [CH:1]([C:8]1[C:9]2[C:14](=[CH:13][CH:12]=[CH:11][CH:10]=2)[C:15](=[O:16])[NH:7][N:19]=1)([CH3:3])[CH3:2]. The catalyst class is: 1. (3) Reactant: [F:1][C:2]1[CH:8]=[C:6]([NH2:7])[C:5]([CH3:9])=[CH:4][CH:3]=1.[Br:10]N1C(=O)CCC1=O.S([O-])([O-])(=O)=S.[Na+].[Na+]. Product: [Br:10][C:3]1[C:2]([F:1])=[CH:8][C:6]([NH2:7])=[C:5]([CH3:9])[CH:4]=1. The catalyst class is: 4. (4) Reactant: [Cl:1][C:2]1[CH:29]=[CH:28][C:5]([CH2:6][NH:7][C:8]([C:10]2[C:11](=[O:27])[C:12]3[CH:19]=[C:18]([CH2:20][NH:21][CH2:22][CH:23]([OH:26])[CH2:24]Cl)[O:17][C:13]=3[N:14]([CH3:16])[CH:15]=2)=[O:9])=[CH:4][CH:3]=1.[NH2:30][C:31]1[CH:36]=[CH:35][N:34]=[C:33]([SH:37])[N:32]=1.[CH:38](N(C(C)C)CC)(C)C.[Na+].[Cl-]. Product: [NH2:30][C:31]1[CH:36]=[CH:35][N:34]=[C:33]([S:37][CH2:24][CH:23]([OH:26])[CH2:22][N:21]([CH2:20][C:18]2[O:17][C:13]3[N:14]([CH3:16])[CH:15]=[C:10]([C:8]([NH:7][CH2:6][C:5]4[CH:28]=[CH:29][C:2]([Cl:1])=[CH:3][CH:4]=4)=[O:9])[C:11](=[O:27])[C:12]=3[CH:19]=2)[CH3:38])[N:32]=1. The catalyst class is: 14. (5) Reactant: CC(O)=[O:3].O.[F:6][C:7]([F:13])([F:12])[CH2:8][C:9](=[O:11])[CH3:10]. Product: [F:6][C:7]([F:13])([F:12])[CH2:8][C:9](=[O:11])[CH:10]=[O:3]. The catalyst class is: 12. (6) The catalyst class is: 35. Reactant: [F:1][C:2]1[CH:3]=[C:4]([N:8]2[C:12]([C:13]3[CH:18]=[CH:17][CH:16]=[C:15]([O:19][C:20]([F:23])([F:22])[F:21])[CH:14]=3)=[CH:11][C:10]([NH2:24])=[N:9]2)[CH:5]=[CH:6][CH:7]=1.[CH3:25][C@H:26]1[C:30](=[O:31])[NH:29][CH2:28][C@@H:27]1[C:32](O)=[O:33].C1C=CC2N(O)N=NC=2C=1.CCN=C=NCCCN(C)C.Cl. Product: [F:1][C:2]1[CH:3]=[C:4]([N:8]2[C:12]([C:13]3[CH:18]=[CH:17][CH:16]=[C:15]([O:19][C:20]([F:22])([F:23])[F:21])[CH:14]=3)=[CH:11][C:10]([NH:24][C:32]([C@@H:27]3[C@@H:26]([CH3:25])[C:30](=[O:31])[NH:29][CH2:28]3)=[O:33])=[N:9]2)[CH:5]=[CH:6][CH:7]=1. (7) Reactant: [CH3:1][O:2][C:3]1[CH:4]=[C:5]([CH:11]([CH3:15])[C:12](O)=[O:13])[CH:6]=[CH:7][C:8]=1[O:9][CH3:10].CN(C=O)C.C(Cl)(=O)C([Cl:24])=O. Product: [CH3:1][O:2][C:3]1[CH:4]=[C:5]([CH:11]([CH3:15])[C:12]([Cl:24])=[O:13])[CH:6]=[CH:7][C:8]=1[O:9][CH3:10]. The catalyst class is: 2.